This data is from Forward reaction prediction with 1.9M reactions from USPTO patents (1976-2016). The task is: Predict the product of the given reaction. Given the reactants [F:1][C:2]1[CH:7]=[C:6]([F:8])[CH:5]=[CH:4][C:3]=1[NH:9][C:10]([NH:12][C:13]1[CH:18]=[CH:17][C:16]([OH:19])=[CH:15][C:14]=1[F:20])=[O:11].Cl[C:22]1[C:31]2[C:26](=[CH:27][C:28]([O:34][CH2:35][C:36]3[CH:41]=[CH:40][CH:39]=[CH:38][CH:37]=3)=[C:29]([C:32]#[N:33])[CH:30]=2)[N:25]=[CH:24][CH:23]=1, predict the reaction product. The product is: [C:32]([C:29]1[CH:30]=[C:31]2[C:26](=[CH:27][C:28]=1[O:34][CH2:35][C:36]1[CH:41]=[CH:40][CH:39]=[CH:38][CH:37]=1)[N:25]=[CH:24][CH:23]=[C:22]2[O:19][C:16]1[CH:17]=[CH:18][C:13]([NH:12][C:10]([NH:9][C:3]2[CH:4]=[CH:5][C:6]([F:8])=[CH:7][C:2]=2[F:1])=[O:11])=[C:14]([F:20])[CH:15]=1)#[N:33].